This data is from Reaction yield outcomes from USPTO patents with 853,638 reactions. The task is: Predict the reaction yield, written as a fraction of the theoretical maximum amount of product (1.0 means a 100% yield; for example, 0.34 means a 34% yield). (1) The reactants are [H-].[Na+].[NH:3]1[CH:7]=[CH:6][CH:5]=[N:4]1.[Br:8][C:9]1[CH:10]=[C:11](F)[C:12]([N+:16]([O-:18])=[O:17])=[C:13]([F:15])[CH:14]=1. The catalyst is C1COCC1. The product is [Br:8][C:9]1[CH:14]=[C:13]([F:15])[C:12]([N+:16]([O-:18])=[O:17])=[C:11]([N:3]2[CH:7]=[CH:6][CH:5]=[N:4]2)[CH:10]=1. The yield is 0.860. (2) The reactants are [C:1](Cl)(=[O:8])[C:2]1[CH:7]=[CH:6][CH:5]=[CH:4][CH:3]=1.[F:10][C:11]1[CH:40]=[C:39]([F:41])[CH:38]=[CH:37][C:12]=1[CH2:13][O:14][C:15]1[CH:20]=[CH:19][CH:18]=[CH:17][C:16]=1[C:21]1[N:22]([C:27]2[CH:28]=[C:29]([S:33]([NH2:36])(=[O:35])=[O:34])[CH:30]=[CH:31][CH:32]=2)[C:23]([CH3:26])=[CH:24][CH:25]=1.C(N(CC)CC)C. The catalyst is CN(C1C=CN=CC=1)C.ClCCl. The product is [F:10][C:11]1[CH:40]=[C:39]([F:41])[CH:38]=[CH:37][C:12]=1[CH2:13][O:14][C:15]1[CH:20]=[CH:19][CH:18]=[CH:17][C:16]=1[C:21]1[N:22]([C:27]2[CH:28]=[C:29]([S:33]([NH:36][C:1]([C:2]3[CH:7]=[CH:6][CH:5]=[CH:4][CH:3]=3)=[O:8])(=[O:35])=[O:34])[CH:30]=[CH:31][CH:32]=2)[C:23]([CH3:26])=[CH:24][CH:25]=1. The yield is 0.810. (3) The reactants are C(O[C:6]([N:8]([CH3:35])[CH:9]([CH2:25][O:26][CH2:27][CH:28]1[CH2:32][O:31]C(C)(C)[O:29]1)[CH2:10][O:11][C:12](=[O:24])[NH:13][C:14]1[N:15]=[CH:16][C:17]2[C:22]([CH:23]=1)=[CH:21][CH:20]=[CH:19][CH:18]=2)=[O:7])(C)(C)C.C(O)(C(F)(F)F)=O.CCN(C(C)C)C(C)C.C1C([N+]([O-])=O)=CC=C([Cl-]C([O-])=O)C=1.[Cl:65][C:66]1[C:73]([F:74])=[CH:72][CH:71]=[CH:70][C:67]=1[CH2:68][NH2:69]. The catalyst is C(Cl)Cl.C1COCC1. The product is [Cl:65][C:66]1[C:73]([F:74])=[CH:72][CH:71]=[CH:70][C:67]=1[CH2:68][NH:69][C:6](=[O:7])[N:8]([CH:9]([CH2:25][O:26][CH2:27][CH:28]([OH:29])[CH2:32][OH:31])[CH2:10][O:11][C:12](=[O:24])[NH:13][C:14]1[N:15]=[CH:16][C:17]2[C:22]([CH:23]=1)=[CH:21][CH:20]=[CH:19][CH:18]=2)[CH3:35]. The yield is 0.450. (4) The reactants are [CH3:1][O:2][C:3]([C:5]1[CH:6]=[C:7]([Cl:14])[CH:8]=[C:9]2[C:13]=1[NH:12][N:11]=[CH:10]2)=[O:4].I[CH2:16][CH:17]([CH3:19])[CH3:18]. No catalyst specified. The product is [CH3:1][O:2][C:3]([C:5]1[CH:6]=[C:7]([Cl:14])[CH:8]=[C:9]2[C:13]=1[N:12]([CH2:16][CH:17]([CH3:19])[CH3:18])[N:11]=[CH:10]2)=[O:4]. The yield is 0.480. (5) The reactants are [Cl:1][C:2]1[C:11]2[C:6](=[CH:7][CH:8]=[CH:9][C:10]=2[O:12][CH:13]2[CH2:18][CH2:17][N:16]([CH3:19])[CH2:15][CH2:14]2)[N:5]=[CH:4][N:3]=1.[Cl:20][C:21]1[CH:22]=[C:23]([CH:25]=[CH:26][C:27]=1[C:28](=[O:34])[C:29]1[S:33][CH:32]=[CH:31][CH:30]=1)[NH2:24]. No catalyst specified. The product is [ClH:1].[Cl:20][C:21]1[CH:22]=[C:23]([CH:25]=[CH:26][C:27]=1[C:28](=[O:34])[C:29]1[S:33][CH:32]=[CH:31][CH:30]=1)[NH:24][C:2]1[C:11]2[C:6](=[CH:7][CH:8]=[CH:9][C:10]=2[O:12][CH:13]2[CH2:18][CH2:17][N:16]([CH3:19])[CH2:15][CH2:14]2)[N:5]=[CH:4][N:3]=1. The yield is 0.530. (6) The reactants are O=[C:2]([C:6]1[CH:7]=[N:8][CH:9]=[CH:10][CH:11]=1)[CH2:3][C:4]#[N:5].[N+:12]([C:15]1[CH:20]=[CH:19][C:18]([NH:21][NH2:22])=[CH:17][CH:16]=1)([O-:14])=[O:13].Cl. The catalyst is C(O)C.O1CCOCC1. The product is [N+:12]([C:15]1[CH:16]=[CH:17][C:18]([N:21]2[C:4]([NH2:5])=[CH:3][C:2]([C:6]3[CH:7]=[N:8][CH:9]=[CH:10][CH:11]=3)=[N:22]2)=[CH:19][CH:20]=1)([O-:14])=[O:13]. The yield is 0.525. (7) The reactants are Cl.Cl.[CH3:3][N:4]([CH3:12])[CH2:5][C@H:6]1[CH2:11][CH2:10][CH2:9][NH:8][CH2:7]1.C(N(CC)CC)C.[F:20][C:21]([F:37])([F:36])[C:22]1[O:26][N:25]=[C:24]([C:27]2[S:31][C:30]([C:32](Cl)=[O:33])=[CH:29][CH:28]=2)[C:23]=1[CH3:35]. The catalyst is C1COCC1.CN(C=O)C. The product is [CH3:3][N:4]([CH2:5][C@H:6]1[CH2:11][CH2:10][CH2:9][N:8]([C:32]([C:30]2[S:31][C:27]([C:24]3[C:23]([CH3:35])=[C:22]([C:21]([F:36])([F:37])[F:20])[O:26][N:25]=3)=[CH:28][CH:29]=2)=[O:33])[CH2:7]1)[CH3:12]. The yield is 0.310. (8) The reactants are [Cl:1][C:2]1[CH:7]=[CH:6][C:5]([F:8])=[CH:4][C:3]=1[C@H:9]1[CH2:13][CH2:12][CH2:11][N:10]1[C:14]1[CH:19]=[CH:18][N:17]2[N:20]=[CH:21][C:22]([NH2:23])=[C:16]2[N:15]=1.[C:24]([O:28][C:29]([N:31]1[CH2:34][CH:33]([C:35](O)=[O:36])[CH2:32]1)=[O:30])([CH3:27])([CH3:26])[CH3:25].CN(C(ON1N=NC2C=CC=NC1=2)=[N+](C)C)C.F[P-](F)(F)(F)(F)F.CCN(C(C)C)C(C)C. The catalyst is C(#N)C. The product is [Cl:1][C:2]1[CH:7]=[CH:6][C:5]([F:8])=[CH:4][C:3]=1[C@H:9]1[CH2:13][CH2:12][CH2:11][N:10]1[C:14]1[CH:19]=[CH:18][N:17]2[N:20]=[CH:21][C:22]([NH:23][C:35]([CH:33]3[CH2:34][N:31]([C:29]([O:28][C:24]([CH3:27])([CH3:26])[CH3:25])=[O:30])[CH2:32]3)=[O:36])=[C:16]2[N:15]=1. The yield is 0.610.